This data is from Full USPTO retrosynthesis dataset with 1.9M reactions from patents (1976-2016). The task is: Predict the reactants needed to synthesize the given product. Given the product [F:1][C:2]1[C:7]([F:8])=[CH:6][C:5]([C:9]2[CH:14]=[CH:13][C:12]([O:15][CH2:16][C:17]3[CH:18]=[C:19]([CH:30]=[CH:31][CH:32]=3)[C:20]([N:22]3[CH2:29][CH2:28][CH2:27][C@H:23]3[C:24]([OH:26])=[O:25])=[O:21])=[CH:11][CH:10]=2)=[C:4]([CH:33]=[N:41][OH:42])[CH:3]=1, predict the reactants needed to synthesize it. The reactants are: [F:1][C:2]1[C:7]([F:8])=[CH:6][C:5]([C:9]2[CH:14]=[CH:13][C:12]([O:15][CH2:16][C:17]3[CH:18]=[C:19]([CH:30]=[CH:31][CH:32]=3)[C:20]([N:22]3[CH2:29][CH2:28][CH2:27][C@H:23]3[C:24]([OH:26])=[O:25])=[O:21])=[CH:11][CH:10]=2)=[C:4]([CH:33]=O)[CH:3]=1.C([O-])(=O)C.[Na+].Cl.[NH2:41][OH:42].C(OC(=O)C)(=O)C.